This data is from Reaction yield outcomes from USPTO patents with 853,638 reactions. The task is: Predict the reaction yield, written as a fraction of the theoretical maximum amount of product (1.0 means a 100% yield; for example, 0.34 means a 34% yield). (1) The reactants are [N:1]1[CH:6]=[CH:5][C:4]([N:7]2[CH2:12][CH2:11][CH:10]([C:13](Cl)=[O:14])[CH2:9][CH2:8]2)=[CH:3][CH:2]=1.[CH:16]1[C:25]2[C:20](=[CH:21][CH:22]=[CH:23][CH:24]=2)[CH:19]=[CH:18][C:17]=1[S:26]([N:29]1[CH2:35][CH2:34][CH2:33][NH:32][CH2:31][CH2:30]1)(=[O:28])=[O:27]. No catalyst specified. The product is [CH:16]1[C:25]2[C:20](=[CH:21][CH:22]=[CH:23][CH:24]=2)[CH:19]=[CH:18][C:17]=1[S:26]([N:29]1[CH2:35][CH2:34][CH2:33][N:32]([C:13]([CH:10]2[CH2:11][CH2:12][N:7]([C:4]3[CH:5]=[CH:6][N:1]=[CH:2][CH:3]=3)[CH2:8][CH2:9]2)=[O:14])[CH2:31][CH2:30]1)(=[O:28])=[O:27]. The yield is 0.420. (2) The reactants are [C:1]([O:7][C:8]([CH3:11])([CH3:10])[CH3:9])(=[O:6])[CH2:2][C:3]([CH3:5])=O.[CH3:12][C:13]1[CH:20]=[C:19]([CH3:21])[CH:18]=[CH:17][C:14]=1[CH:15]=O.[NH4+:22].[OH-:23]. The catalyst is CCO.C(Cl)Cl. The product is [CH3:5][C:3]1[NH:22][C:3]([CH3:5])=[C:2]([C:1]([O:7][C:8]([CH3:11])([CH3:10])[CH3:9])=[O:23])[CH:15]([C:14]2[CH:17]=[CH:18][C:19]([CH3:21])=[CH:20][C:13]=2[CH3:12])[C:2]=1[C:1]([O:7][C:8]([CH3:11])([CH3:10])[CH3:9])=[O:6]. The yield is 0.190. (3) The reactants are [CH3:1][O:2][C:3]([C:5]1[CH:6]=[CH:7][C:8]([C:11]([OH:13])=O)=[N:9][CH:10]=1)=[O:4].[CH2:14]([N:16](CC)CC)C.C(Cl)(=O)C(C)(C)C.CN[CH:30]([NH:33][CH3:34])[CH2:31][CH3:32].[CH2:35]([O:42][C:43](Cl)=[O:44])[C:36]1[CH:41]=[CH:40][CH:39]=[CH:38][CH:37]=1. The catalyst is C(Cl)Cl. The product is [CH2:35]([O:42][C:43]([N:16]([CH3:14])[CH2:32][CH2:31][CH2:30][N:33]([CH3:34])[C:11]([C:8]1[N:9]=[CH:10][C:5]([C:3]([O:2][CH3:1])=[O:4])=[CH:6][CH:7]=1)=[O:13])=[O:44])[C:36]1[CH:41]=[CH:40][CH:39]=[CH:38][CH:37]=1. The yield is 0.800. (4) The reactants are C1(O[C:8](=[O:40])[NH:9][C:10]2[CH:15]=[C:14]([O:16][C:17]3[CH:18]=[N:19][C:20]([NH:23][C:24]([C:26]4[C:27](=[O:39])[N:28]([C:33]5[CH:38]=[CH:37][CH:36]=[CH:35][CH:34]=5)[N:29]([CH3:32])[C:30]=4[CH3:31])=[O:25])=[CH:21][CH:22]=3)[CH:13]=[CH:12][N:11]=2)C=CC=CC=1.CN1C(=O)CCC1.[CH3:48][NH:49][CH2:50][CH2:51][OH:52]. The catalyst is CCOC(C)=O.O. The product is [OH:52][CH2:51][CH2:50][N:49]([CH3:48])[C:8](=[O:40])[NH:9][C:10]1[CH:15]=[C:14]([O:16][C:17]2[CH:22]=[CH:21][C:20]([NH:23][C:24]([C:26]3[C:27](=[O:39])[N:28]([C:33]4[CH:34]=[CH:35][CH:36]=[CH:37][CH:38]=4)[N:29]([CH3:32])[C:30]=3[CH3:31])=[O:25])=[N:19][CH:18]=2)[CH:13]=[CH:12][N:11]=1. The yield is 0.590. (5) The reactants are [C:1]1(/[C:7](/[C:11]2[CH:16]=[CH:15][C:14]([C:17]([F:20])([F:19])[F:18])=[CH:13][CH:12]=2)=[CH:8]/[CH2:9][OH:10])[CH:6]=[CH:5][CH:4]=[CH:3][CH:2]=1. The catalyst is ClCCl.[O-2].[O-2].[Mn+4]. The product is [C:1]1(/[C:7](/[C:11]2[CH:12]=[CH:13][C:14]([C:17]([F:18])([F:19])[F:20])=[CH:15][CH:16]=2)=[CH:8]/[CH:9]=[O:10])[CH:6]=[CH:5][CH:4]=[CH:3][CH:2]=1. The yield is 0.970. (6) The reactants are [CH2:1]([N:8]1[N:12]=[N:11][C:10]([C:13]([CH3:20])([CH3:19])[C:14](OCC)=[O:15])=[N:9]1)[C:2]1[CH:7]=[CH:6][CH:5]=[CH:4][CH:3]=1.CC(C[AlH]CC(C)C)C.Cl.[NH4+].[Cl-]. The catalyst is ClCCl. The product is [CH2:1]([N:8]1[N:12]=[N:11][C:10]([C:13]([CH3:20])([CH3:19])[CH:14]=[O:15])=[N:9]1)[C:2]1[CH:3]=[CH:4][CH:5]=[CH:6][CH:7]=1. The yield is 0.670. (7) The reactants are Cl[C:2]1[N:7]=[CH:6][N:5]=[C:4]([NH:8][C:9]2[CH:14]=[CH:13][CH:12]=[C:11]([NH2:15])[N:10]=2)[CH:3]=1.[NH2:16][C:17]1[CH:22]=[CH:21][CH:20]=[CH:19][CH:18]=1. The catalyst is CCCCO.CO. The product is [NH2:15][C:11]1[N:10]=[C:9]([NH:8][C:4]2[CH:3]=[C:2]([NH:16][C:17]3[CH:22]=[CH:21][CH:20]=[CH:19][CH:18]=3)[N:7]=[CH:6][N:5]=2)[CH:14]=[CH:13][CH:12]=1. The yield is 0.830. (8) The product is [NH2:1][C:2]1[C:3]([C:15]([NH2:17])=[O:16])=[CH:4][C:5]2[C:13]3[C:8](=[CH:9][CH:10]=[CH:11][CH:12]=3)[N:7]([CH2:21][CH:22]3[CH2:26][CH2:25][CH2:24][N:23]3[C:27]([O:29][C:30]([CH3:31])([CH3:33])[CH3:32])=[O:28])[C:6]=2[N:14]=1. The reactants are [NH2:1][C:2]1[C:3]([C:15]([NH2:17])=[O:16])=[CH:4][C:5]2[C:13]3[C:8](=[CH:9][CH:10]=[CH:11][CH:12]=3)[NH:7][C:6]=2[N:14]=1.[OH-].[Na+].Br[CH2:21][CH:22]1[CH2:26][CH2:25][CH2:24][N:23]1[C:27]([O:29][C:30]([CH3:33])([CH3:32])[CH3:31])=[O:28].Cl. The yield is 0.200. The catalyst is CN(C)C=O.S([O-])(O)(=O)=O.C([N+](CCCC)(CCCC)CCCC)CCC.O. (9) The reactants are [Si:1]([O:8][C@H:9]1[C:15](=[O:16])[C@H:14]2[CH2:17][C@:11]([OH:19])([C:12](=[O:18])[O:13]2)[CH2:10]1)([C:4]([CH3:7])([CH3:6])[CH3:5])([CH3:3])[CH3:2].[OH2:20].N1[CH:26]=[CH:25]C=CC=1. The catalyst is C(OC(=O)C)(=O)C.CCCCCC.C(OCC)(=O)C. The product is [C:25]([O:19][C@@:11]12[CH2:17][C@@H:14]([O:13][C:12]1=[O:18])[C:15](=[O:16])[C@H:9]([O:8][Si:1]([C:4]([CH3:7])([CH3:6])[CH3:5])([CH3:3])[CH3:2])[CH2:10]2)(=[O:20])[CH3:26]. The yield is 0.810. (10) The reactants are [CH3:1][C:2]([NH:11][C:12](=[O:17])[C:13]([F:16])([F:15])[F:14])([CH3:10])[CH2:3][C:4]1[CH:9]=[CH:8][CH:7]=[CH:6][CH:5]=1.[Br-:18].[Br-].[Br-].C([N+](CC[CH2:36][CH3:37])(CCCC)CCCC)CCC.C([N+](CCCC)(CCCC)CCCC)CCC.C([N+](CCCC)(CCCC)CCCC)CCC.C[OH:73]. The catalyst is C(Cl)Cl. The product is [Br:18][CH2:36][C:37]([C:5]1[CH:6]=[CH:7][CH:8]=[CH:9][C:4]=1[CH2:3][C:2]([NH:11][C:12](=[O:17])[C:13]([F:16])([F:14])[F:15])([CH3:1])[CH3:10])=[O:73]. The yield is 0.410.